From a dataset of Reaction yield outcomes from USPTO patents with 853,638 reactions. Predict the reaction yield, written as a fraction of the theoretical maximum amount of product (1.0 means a 100% yield; for example, 0.34 means a 34% yield). (1) The reactants are [C:1]1(B(O)O)[CH:6]=[CH:5][CH:4]=[CH:3][CH:2]=1.Br[C:11]1[CH:12]=[CH:13][C:14]([F:20])=[C:15]([N+:17]([O-:19])=[O:18])[CH:16]=1.C(=O)([O-])[O-].[Na+].[Na+]. The catalyst is C1(C)C=CC=CC=1.C(O)C.C1C=CC([P]([Pd]([P](C2C=CC=CC=2)(C2C=CC=CC=2)C2C=CC=CC=2)([P](C2C=CC=CC=2)(C2C=CC=CC=2)C2C=CC=CC=2)[P](C2C=CC=CC=2)(C2C=CC=CC=2)C2C=CC=CC=2)(C2C=CC=CC=2)C2C=CC=CC=2)=CC=1. The product is [F:20][C:14]1[CH:13]=[CH:12][C:11]([C:1]2[CH:6]=[CH:5][CH:4]=[CH:3][CH:2]=2)=[CH:16][C:15]=1[N+:17]([O-:19])=[O:18]. The yield is 0.960. (2) The reactants are [N:1]1[CH:6]=[CH:5][CH:4]=[CH:3][C:2]=1[C:7]([OH:9])=O.C(N(CC)CC)C.C(OC(Cl)=O)C.[N-:23]=[N+:24]=[N-:25].[Na+]. The catalyst is CC(C)=O.O. The product is [N:23]([C:7]([C:2]1[CH:3]=[CH:4][CH:5]=[CH:6][N:1]=1)=[O:9])=[N+:24]=[N-:25]. The yield is 0.680. (3) The reactants are CB1N2CCC[C@@H]2C(C2C=CC=CC=2)(C2C=CC=CC=2)O1.C(N(CC)C1C=CC=CC=1)C.B.[Br:34][CH2:35][C:36]([C:38]1[CH:43]=[CH:42][C:41]([C:44]([F:47])([F:46])[F:45])=[C:40]([F:48])[CH:39]=1)=[O:37]. The catalyst is CC(OC)(C)C. The product is [Br:34][CH2:35][C@@H:36]([C:38]1[CH:43]=[CH:42][C:41]([C:44]([F:45])([F:46])[F:47])=[C:40]([F:48])[CH:39]=1)[OH:37]. The yield is 0.790. (4) The reactants are [N:1]([CH2:4][C@H:5]1[O:9][C@@H:8]([N:10]2[CH:25]=[CH:24][C:14]([NH:15]C(=O)C3C=CC=CC=3)=[N:13][C:11]2=[O:12])[C@H:7]([OH:26])[C@@H:6]1[OH:27])=[N+]=[N-]. The catalyst is N. The product is [NH2:1][CH2:4][C@H:5]1[O:9][C@@H:8]([N:10]2[CH:25]=[CH:24][C:14]([NH2:15])=[N:13][C:11]2=[O:12])[C@H:7]([OH:26])[C@@H:6]1[OH:27]. The yield is 0.970. (5) The catalyst is O1CCCC1.C(N(CC)C(C)C)(C)C. The reactants are Cl[C:2]([O:4][CH2:5][CH:6]([CH3:8])[CH3:7])=[O:3].FC(F)(F)C([O-])=O.[CH2:16]([O:23][C:24]1[CH:29]=[C:28]([O:30][CH2:31][C:32]2[CH:37]=[CH:36][CH:35]=[CH:34][CH:33]=2)[CH:27]=[CH:26][C:25]=1[CH:38]1[CH2:42][CH2:41][NH2+:40][CH2:39]1)[C:17]1[CH:22]=[CH:21][CH:20]=[CH:19][CH:18]=1. The product is [CH2:5]([O:4][C:2]([N:40]1[CH2:41][CH2:42][CH:38]([C:25]2[CH:26]=[CH:27][C:28]([O:30][CH2:31][C:32]3[CH:37]=[CH:36][CH:35]=[CH:34][CH:33]=3)=[CH:29][C:24]=2[O:23][CH2:16][C:17]2[CH:18]=[CH:19][CH:20]=[CH:21][CH:22]=2)[CH2:39]1)=[O:3])[CH:6]([CH3:8])[CH3:7]. The yield is 0.660. (6) The reactants are [Cl:1][C:2]1[CH:8]=[C:7]([Cl:9])[CH:6]=[CH:5][C:3]=1[NH2:4].Cl.[N:11]([O-])=O.[Na+].CC([O-])=O.[Na+].[CH2:20]([O:22][C:23](=[O:29])[CH:24]([Cl:28])C(=O)C)[CH3:21]. The catalyst is O.C(O)C. The product is [Cl:28][C:24](=[N:11][NH:4][C:3]1[CH:5]=[CH:6][C:7]([Cl:9])=[CH:8][C:2]=1[Cl:1])[C:23]([O:22][CH2:20][CH3:21])=[O:29]. The yield is 0.780. (7) The reactants are Cl.C(OC([NH:9][C@@H:10]([CH2:16][C:17]1[CH:22]=[CH:21][CH:20]=[CH:19][CH:18]=1)[C@H:11]([OH:15])[C:12]([OH:14])=[O:13])=O)(C)(C)C. The catalyst is C(Cl)Cl. The product is [NH2:9][C@@H:10]([CH2:16][C:17]1[CH:22]=[CH:21][CH:20]=[CH:19][CH:18]=1)[C@H:11]([OH:15])[C:12]([OH:14])=[O:13]. The yield is 1.00. (8) The reactants are COC1C=C(OC)C=CC=1C[N:6]1[C:10]2=[N:11][C:12]([C:21]3[O:22][CH:23]=[CH:24][CH:25]=3)=[C:13]([C:15]3[CH:20]=[CH:19][N:18]=[CH:17][N:16]=3)[CH:14]=[C:9]2[N:8]([CH3:26])[C:7]1=[O:27].FC(F)(F)C(O)=O.C1(SC)C=CC=CC=1. No catalyst specified. The product is [O:22]1[CH:23]=[CH:24][CH:25]=[C:21]1[C:12]1[N:11]=[C:10]2[NH:6][C:7](=[O:27])[N:8]([CH3:26])[C:9]2=[CH:14][C:13]=1[C:15]1[CH:20]=[CH:19][N:18]=[CH:17][N:16]=1. The yield is 0.320.